Task: Predict which catalyst facilitates the given reaction.. Dataset: Catalyst prediction with 721,799 reactions and 888 catalyst types from USPTO Reactant: [CH:1]1[C:18]2[C:17]3[C:12](=[CH:13][CH:14]=[CH:15][CH:16]=3)[C:11]3[C:6](=[CH:7][CH:8]=[CH:9][CH:10]=3)[C:5]=2[CH:4]=[CH:3][C:2]=1B(O)O.[Br:22][C:23]1[CH:24]=[C:25](I)[CH:26]=[CH:27][CH:28]=1.COC.C(=O)([O-])[O-].[Na+].[Na+]. Product: [Br:22][C:23]1[CH:24]=[C:25]([C:14]2[CH:15]=[CH:16][C:17]3[C:18]4[C:5](=[CH:4][CH:3]=[CH:2][CH:1]=4)[C:6]4[C:11](=[CH:10][CH:9]=[CH:8][CH:7]=4)[C:12]=3[CH:13]=2)[CH:26]=[CH:27][CH:28]=1. The catalyst class is: 206.